Dataset: Forward reaction prediction with 1.9M reactions from USPTO patents (1976-2016). Task: Predict the product of the given reaction. (1) Given the reactants FC(F)(F)S(O[C:7]1[CH:16]=[CH:15][C:14]2[C:9](=[CH:10][CH:11]=[C:12]([C:17]3[CH:22]=[C:21]([F:23])[C:20]([F:24])=[C:19]([F:25])[CH:18]=3)[CH:13]=2)C=1)(=O)=O.[C:28]([CH:30]1[CH2:35][CH2:34][CH:33]([CH2:36][CH2:37][CH3:38])[CH2:32][CH2:31]1)#[CH:29].O.[CH3:40]N(C)C=O, predict the reaction product. The product is: [CH2:28]([C@H:30]1[CH2:35][CH2:34][C@H:33]([C:36]#[C:37][C:38]2[C:9]3[C:14](=[CH:13][C:12]([C:17]4[CH:18]=[C:19]([F:25])[C:20]([F:24])=[C:21]([F:23])[CH:22]=4)=[CH:11][CH:10]=3)[CH:15]=[CH:16][CH:7]=2)[CH2:32][CH2:31]1)[CH2:29][CH3:40]. (2) Given the reactants S(O)(O)(=O)=O.[CH3:6][O:7][C:8](=[NH:10])[NH2:9].[OH-].[Ca+2].[OH-].[C:14]([CH:17]1[CH2:22][CH2:21][O:20][C:18]1=[O:19])(=O)[CH3:15], predict the reaction product. The product is: [CH3:6][O:7][C:8]1[NH:9][C:18](=[O:19])[C:17]([CH2:22][CH2:21][OH:20])=[C:14]([CH3:15])[N:10]=1.